Regression. Given two drug SMILES strings and cell line genomic features, predict the synergy score measuring deviation from expected non-interaction effect. From a dataset of NCI-60 drug combinations with 297,098 pairs across 59 cell lines. Drug 1: CC12CCC3C(C1CCC2=O)CC(=C)C4=CC(=O)C=CC34C. Drug 2: CCC1(CC2CC(C3=C(CCN(C2)C1)C4=CC=CC=C4N3)(C5=C(C=C6C(=C5)C78CCN9C7C(C=CC9)(C(C(C8N6C)(C(=O)OC)O)OC(=O)C)CC)OC)C(=O)OC)O.OS(=O)(=O)O. Cell line: OVCAR-8. Synergy scores: CSS=73.6, Synergy_ZIP=-5.64, Synergy_Bliss=-5.16, Synergy_Loewe=-15.1, Synergy_HSA=-4.45.